From a dataset of Reaction yield outcomes from USPTO patents with 853,638 reactions. Predict the reaction yield, written as a fraction of the theoretical maximum amount of product (1.0 means a 100% yield; for example, 0.34 means a 34% yield). (1) The reactants are [OH-].[B+3].[Na+].[OH-].[OH-].[OH-].CN(C=O)C.[CH:12]12[CH2:18][CH:15]([CH:16]=[CH:17]1)[CH:14]1[C:19]([O:21][C:22](=O)[CH:13]21)=[O:20].S(=O)(=O)(O)O. The catalyst is O. The product is [C:15]12[CH2:18][CH:12]([CH2:17][CH2:16]1)[CH:13]1[C:14]=2[C:19](=[O:20])[O:21][CH2:22]1. The yield is 0.900. (2) The reactants are [CH3:1][O:2][C:3]1[C:4]([O:25][CH3:26])=[C:5]([O:23][CH3:24])[C:6]2[O:12][CH2:11][C:10](=[O:13])[CH:9]=[C:8]([C:14]3[CH:19]=[CH:18][C:17]([O:20][CH3:21])=[CH:16][CH:15]=3)[C:7]=2[CH:22]=1.[Br-:27].[Br-].[Br-].C1([N+](C)(C)C)C=CC=CC=1.C1([N+](C)(C)C)C=CC=CC=1.C1([N+](C)(C)C)C=CC=CC=1. The catalyst is C1COCC1. The product is [Br:27][CH:11]1[C:10](=[O:13])[CH:9]=[C:8]([C:14]2[CH:15]=[CH:16][C:17]([O:20][CH3:21])=[CH:18][CH:19]=2)[C:7]2[CH:22]=[C:3]([O:2][CH3:1])[C:4]([O:25][CH3:26])=[C:5]([O:23][CH3:24])[C:6]=2[O:12]1.[Br-:27]. The yield is 0.720. (3) The reactants are [N+](C1C=CC(O[C:9]([NH:11][CH:12]2[CH2:17][CH2:16][CH2:15][N:14]([C:18]([O:20][C:21]([CH3:24])([CH3:23])[CH3:22])=[O:19])[CH2:13]2)=[O:10])=CC=1)([O-])=O.Cl.[CH:28]12[NH:35][CH:32]([CH2:33][CH2:34]1)[CH2:31][C:30](=[O:36])[CH2:29]2.C(#N)C.C(N(CC)CC)C. The catalyst is C(Cl)Cl. The product is [O:36]=[C:30]1[CH2:29][CH:28]2[N:35]([C:9]([NH:11][CH:12]3[CH2:17][CH2:16][CH2:15][N:14]([C:18]([O:20][C:21]([CH3:22])([CH3:23])[CH3:24])=[O:19])[CH2:13]3)=[O:10])[CH:32]([CH2:33][CH2:34]2)[CH2:31]1. The yield is 0.930. (4) The reactants are Br[C:2]1[N:7]=[C:6]([C:8]2[NH:12][N:11]=[C:10]([C:13]3[S:14][CH:15]=[CH:16][CH:17]=3)[C:9]=2[CH2:18][CH2:19][NH:20][S:21]([C:24]2[CH:29]=[CH:28][C:27]([CH2:30][CH2:31][CH2:32][CH2:33][CH3:34])=[CH:26][CH:25]=2)(=[O:23])=[O:22])[CH:5]=[CH:4][CH:3]=1.[CH3:35][NH:36][CH3:37]. The catalyst is CN1CCCC1=O. The product is [CH3:35][N:36]([CH3:37])[C:2]1[N:7]=[C:6]([C:8]2[NH:12][N:11]=[C:10]([C:13]3[S:14][CH:15]=[CH:16][CH:17]=3)[C:9]=2[CH2:18][CH2:19][NH:20][S:21]([C:24]2[CH:29]=[CH:28][C:27]([CH2:30][CH2:31][CH2:32][CH2:33][CH3:34])=[CH:26][CH:25]=2)(=[O:23])=[O:22])[CH:5]=[CH:4][CH:3]=1. The yield is 0.260.